From a dataset of Full USPTO retrosynthesis dataset with 1.9M reactions from patents (1976-2016). Predict the reactants needed to synthesize the given product. (1) Given the product [CH2:1]([O:8][C@H:9]1[O:25][C@H:24]([CH2:26][OH:27])[C@@H:15]([O:16][CH2:17][C:18]2[CH:23]=[CH:22][CH:21]=[CH:20][CH:19]=2)[C@H:10]1[O:11][C:12](=[O:14])[CH3:13])[C:2]1[CH:7]=[CH:6][CH:5]=[CH:4][CH:3]=1, predict the reactants needed to synthesize it. The reactants are: [CH2:1]([O:8][C@H:9]1[O:25][C@H:24]([CH2:26][O:27]CC2C=CC=CC=2)[C@@H:15]([O:16][CH2:17][C:18]2[CH:23]=[CH:22][CH:21]=[CH:20][CH:19]=2)[C@H:10]1[O:11][C:12](=[O:14])[CH3:13])[C:2]1[CH:7]=[CH:6][CH:5]=[CH:4][CH:3]=1. (2) Given the product [C:21]([O:19][CH:10]([CH2:11][O:12][C:13]1[CH:18]=[CH:17][CH:16]=[CH:15][CH:14]=1)[CH2:9][O:8][Si:1]([C:4]([CH3:7])([CH3:6])[CH3:5])([CH3:3])[CH3:2])(=[O:22])[CH3:20], predict the reactants needed to synthesize it. The reactants are: [Si:1]([O:8][CH2:9][CH:10]([OH:19])[CH2:11][O:12][C:13]1[CH:18]=[CH:17][CH:16]=[CH:15][CH:14]=1)([C:4]([CH3:7])([CH3:6])[CH3:5])([CH3:3])[CH3:2].[CH3:20][C:21](OC(C)=O)=[O:22].